Dataset: Catalyst prediction with 721,799 reactions and 888 catalyst types from USPTO. Task: Predict which catalyst facilitates the given reaction. (1) Reactant: [Br:1][C:2]1[CH:9]=[C:8]([Br:10])[CH:7]=[C:4]([CH:5]=[O:6])[C:3]=1[OH:11].[BH4-].[Na+]. Product: [OH:11][C:3]1[C:2]([Br:1])=[CH:9][C:8]([Br:10])=[CH:7][C:4]=1[CH2:5][OH:6]. The catalyst class is: 5. (2) Reactant: [N:1]1[CH:2]=[CH:3][N:4]2[CH2:9][CH2:8][CH:7]([CH2:10][OH:11])[CH2:6][C:5]=12.C(N(CC)CC)C.[S:19](Cl)([CH3:22])(=[O:21])=[O:20]. Product: [CH3:22][S:19]([O:11][CH2:10][CH:7]1[CH2:8][CH2:9][N:4]2[CH:3]=[CH:2][N:1]=[C:5]2[CH2:6]1)(=[O:21])=[O:20]. The catalyst class is: 46. (3) Reactant: Cl[C:2]1[CH:7]=[CH:6][N:5]2[N:8]=[CH:9][C:10]([C:11]([NH:13][C@@H:14]([C:19]3[CH:24]=[CH:23][C:22]([O:25][C:26]([F:29])([F:28])[F:27])=[CH:21][CH:20]=3)[C:15]([OH:18])([CH3:17])[CH3:16])=[O:12])=[C:4]2[N:3]=1.[CH3:30][C:31]1[N:32]=[N:33][NH:34][CH:35]=1.C(=O)([O-])[O-].[K+].[K+].O. Product: [OH:18][C:15]([CH3:17])([CH3:16])[C@@H:14]([NH:13][C:11]([C:10]1[CH:9]=[N:8][N:5]2[CH:6]=[CH:7][C:2]([N:34]3[CH:35]=[C:31]([CH3:30])[N:32]=[N:33]3)=[N:3][C:4]=12)=[O:12])[C:19]1[CH:24]=[CH:23][C:22]([O:25][C:26]([F:29])([F:28])[F:27])=[CH:21][CH:20]=1. The catalyst class is: 9. (4) Reactant: Cl[C:2]1[C:3]2[C@H:11]([CH3:12])[CH2:10][C:9](=[O:13])[NH:8][C:4]=2[N:5]=[CH:6][N:7]=1.Cl.Cl.Cl.[CH2:17]([C:21]1[N:22]=[C:23]([CH:33]2[CH2:38][CH2:37][NH:36][CH2:35][CH2:34]2)[N:24]([CH2:26][CH2:27][N:28]2[CH2:32][CH2:31][CH2:30][CH2:29]2)[CH:25]=1)[CH:18]([CH3:20])[CH3:19].CN1CCCC1=O.C(N(C(C)C)CC)(C)C. Product: [CH2:17]([C:21]1[N:22]=[C:23]([CH:33]2[CH2:38][CH2:37][N:36]([C:2]3[C:3]4[C@H:11]([CH3:12])[CH2:10][C:9](=[O:13])[NH:8][C:4]=4[N:5]=[CH:6][N:7]=3)[CH2:35][CH2:34]2)[N:24]([CH2:26][CH2:27][N:28]2[CH2:29][CH2:30][CH2:31][CH2:32]2)[CH:25]=1)[CH:18]([CH3:20])[CH3:19]. The catalyst class is: 6. (5) Reactant: [CH3:1][C:2]([C:4]1[CH:9]=[CH:8][C:7]([Cl:10])=[CH:6][CH:5]=1)=[O:3].[CH2:11](O)[CH2:12][CH:13]=C.[Na+].[I-:17].Cl[Si](C)(C)[CH3:20]. Product: [Cl:10][C:7]1[CH:8]=[CH:9][C:4]([C:2]2([CH3:20])[CH2:1][CH:13]([I:17])[CH2:12][CH2:11][O:3]2)=[CH:5][CH:6]=1. The catalyst class is: 23.